Dataset: Reaction yield outcomes from USPTO patents with 853,638 reactions. Task: Predict the reaction yield, written as a fraction of the theoretical maximum amount of product (1.0 means a 100% yield; for example, 0.34 means a 34% yield). (1) The reactants are [C:1]([O:5][C:6]([N:8]1[CH2:13][CH2:12][O:11][CH2:10][CH:9]1[CH2:14][OH:15])=[O:7])([CH3:4])([CH3:3])[CH3:2].[H-].[Na+].[N+](C1C=CC([O:27][C:28]([N:30]2[CH2:35][CH2:34][N:33]([C:36]3[CH:41]=[CH:40][C:39]([F:42])=[CH:38][C:37]=3[F:43])[CH2:32][CH2:31]2)=O)=CC=1)([O-])=O. The catalyst is C1COCC1. The product is [C:1]([O:5][C:6]([N:8]1[CH2:13][CH2:12][O:11][CH2:10][CH:9]1[CH2:14][O:15][C:28]([N:30]1[CH2:31][CH2:32][N:33]([C:36]2[CH:41]=[CH:40][C:39]([F:42])=[CH:38][C:37]=2[F:43])[CH2:34][CH2:35]1)=[O:27])=[O:7])([CH3:4])([CH3:3])[CH3:2]. The yield is 0.340. (2) The reactants are CC(C[AlH]CC(C)C)C.[F:10][C:11]1[C:19]([C:20]#N)=[CH:18][CH:17]=[C:16]2[C:12]=1[CH:13]=[C:14]([CH3:22])[NH:15]2.C1C[O:26]CC1. No catalyst specified. The product is [F:10][C:11]1[C:19]([CH:20]=[O:26])=[CH:18][CH:17]=[C:16]2[C:12]=1[CH:13]=[C:14]([CH3:22])[NH:15]2. The yield is 0.450. (3) The reactants are [C:1]1([C:7]2[CH:12]=[C:11]([C:13]([CH3:15])=C)[CH:10]=[CH:9][N:8]=2)[CH:6]=[CH:5][CH:4]=[CH:3][CH:2]=1.[CH3:16]CO. The catalyst is [Pd].[Pt]. The product is [C:1]1([C:7]2[CH:12]=[C:11]([CH2:13][CH2:15][CH3:16])[CH:10]=[CH:9][N:8]=2)[CH:2]=[CH:3][CH:4]=[CH:5][CH:6]=1. The yield is 0.750. (4) The reactants are C1(P(C2C=CC=CC=2)C2C=CC=CC=2)C=CC=CC=1.N(C(OC(C)C)=O)=NC(OC(C)C)=O.[Br:34][C:35]1[CH:40]=[C:39]([N+:41]([O-:43])=[O:42])[C:38]([OH:44])=[C:37]([CH2:45]/[CH:46]=[CH:47]/[CH3:48])[CH:36]=1.[F:49][C:50]([F:56])([F:55])[CH2:51][CH2:52][CH2:53]O. The catalyst is C1COCC1. The product is [Br:34][C:35]1[CH:40]=[C:39]([N+:41]([O-:43])=[O:42])[C:38]([O:44][CH2:53][CH2:52][CH2:51][C:50]([F:56])([F:55])[F:49])=[C:37]([CH2:45]/[CH:46]=[CH:47]/[CH3:48])[CH:36]=1. The yield is 0.719. (5) The reactants are [OH:1][C:2]1[CH:3]=[C:4]([C:8]2[N:13]=[C:12]([C:14]([O:16][CH3:17])=[O:15])[CH:11]=[CH:10][CH:9]=2)[CH:5]=[CH:6][CH:7]=1.Br[CH2:19][CH2:20][CH2:21][CH2:22][CH2:23][C:24]([O:26][C:27]([CH3:30])([CH3:29])[CH3:28])=[O:25].C([O-])([O-])=O.[K+].[K+]. The catalyst is CN(C=O)C. The product is [C:27]([O:26][C:24](=[O:25])[CH2:23][CH2:22][CH2:21][CH2:20][CH2:19][O:1][C:2]1[CH:3]=[C:4]([C:8]2[N:13]=[C:12]([C:14]([O:16][CH3:17])=[O:15])[CH:11]=[CH:10][CH:9]=2)[CH:5]=[CH:6][CH:7]=1)([CH3:30])([CH3:29])[CH3:28]. The yield is 0.730. (6) The reactants are [C:1](Cl)(=[O:6])[C:2]([CH3:5])([CH3:4])[CH3:3].[C:8]([C:12]1[CH:38]=[CH:37][C:15]([CH2:16][O:17][C:18]2[CH:19]=[C:20]([CH:34]=[CH:35][CH:36]=2)[C:21]([NH:23][C:24]2[CH:29]=[CH:28][CH:27]=[CH:26][C:25]=2[S:30](=[O:33])(=[O:32])[NH2:31])=[O:22])=[CH:14][CH:13]=1)([CH3:11])([CH3:10])[CH3:9]. The catalyst is CN(C)C1C=CN=CC=1.O1CCCC1. The product is [C:8]([C:12]1[CH:38]=[CH:37][C:15]([CH2:16][O:17][C:18]2[CH:19]=[C:20]([CH:34]=[CH:35][CH:36]=2)[C:21]([NH:23][C:24]2[CH:29]=[CH:28][CH:27]=[CH:26][C:25]=2[S:30]([NH:31][C:1](=[O:6])[C:2]([CH3:5])([CH3:4])[CH3:3])(=[O:32])=[O:33])=[O:22])=[CH:14][CH:13]=1)([CH3:11])([CH3:9])[CH3:10]. The yield is 0.800.